Dataset: NCI-60 drug combinations with 297,098 pairs across 59 cell lines. Task: Regression. Given two drug SMILES strings and cell line genomic features, predict the synergy score measuring deviation from expected non-interaction effect. (1) Drug 2: CC1C(C(CC(O1)OC2CC(OC(C2O)C)OC3=CC4=CC5=C(C(=O)C(C(C5)C(C(=O)C(C(C)O)O)OC)OC6CC(C(C(O6)C)O)OC7CC(C(C(O7)C)O)OC8CC(C(C(O8)C)O)(C)O)C(=C4C(=C3C)O)O)O)O. Cell line: A498. Drug 1: C1CN1C2=NC(=NC(=N2)N3CC3)N4CC4. Synergy scores: CSS=58.5, Synergy_ZIP=-5.50, Synergy_Bliss=0.169, Synergy_Loewe=-0.899, Synergy_HSA=0.467. (2) Drug 1: C1CCC(CC1)NC(=O)N(CCCl)N=O. Drug 2: C1=NC(=NC(=O)N1C2C(C(C(O2)CO)O)O)N. Cell line: EKVX. Synergy scores: CSS=3.63, Synergy_ZIP=-2.66, Synergy_Bliss=-2.12, Synergy_Loewe=-3.65, Synergy_HSA=-3.12. (3) Drug 1: C1C(C(OC1N2C=C(C(=O)NC2=O)F)CO)O. Drug 2: C1=NC2=C(N1)C(=S)N=CN2. Cell line: SR. Synergy scores: CSS=67.1, Synergy_ZIP=0.558, Synergy_Bliss=0.734, Synergy_Loewe=-3.96, Synergy_HSA=1.67. (4) Drug 1: CCC1(CC2CC(C3=C(CCN(C2)C1)C4=CC=CC=C4N3)(C5=C(C=C6C(=C5)C78CCN9C7C(C=CC9)(C(C(C8N6C=O)(C(=O)OC)O)OC(=O)C)CC)OC)C(=O)OC)O.OS(=O)(=O)O. Drug 2: C1CCC(C(C1)N)N.C(=O)(C(=O)[O-])[O-].[Pt+4]. Cell line: NCI-H226. Synergy scores: CSS=13.4, Synergy_ZIP=-5.57, Synergy_Bliss=-5.81, Synergy_Loewe=-4.38, Synergy_HSA=-4.65. (5) Drug 1: CN(C)N=NC1=C(NC=N1)C(=O)N. Drug 2: CN(CCCl)CCCl.Cl. Cell line: SNB-19. Synergy scores: CSS=-4.72, Synergy_ZIP=-3.15, Synergy_Bliss=-10.8, Synergy_Loewe=-24.0, Synergy_HSA=-13.4. (6) Drug 1: CCCS(=O)(=O)NC1=C(C(=C(C=C1)F)C(=O)C2=CNC3=C2C=C(C=N3)C4=CC=C(C=C4)Cl)F. Drug 2: CC12CCC3C(C1CCC2O)C(CC4=C3C=CC(=C4)O)CCCCCCCCCS(=O)CCCC(C(F)(F)F)(F)F. Cell line: PC-3. Synergy scores: CSS=2.95, Synergy_ZIP=0.815, Synergy_Bliss=1.29, Synergy_Loewe=0.509, Synergy_HSA=-0.116.